Predict which catalyst facilitates the given reaction. From a dataset of Catalyst prediction with 721,799 reactions and 888 catalyst types from USPTO. (1) Reactant: C(OC([N:8]1[CH2:13][CH2:12][N:11]([C:14]([C:16]2[C:17]3[CH:18]=[CH:19][CH:20]=[N:21][C:22]=3[C:23]([O:38]C(C3C=CC=CC=3)C3C=CC=CC=3)=[C:24]3[C:28](=[O:29])[N:27]([CH2:30][C:31]4[CH:36]=[CH:35][C:34]([F:37])=[CH:33][CH:32]=4)[CH2:26][C:25]=23)=[O:15])[CH2:10][CH2:9]1)=O)(C)(C)C.C([SiH](CC)CC)C.FC(F)(F)C(O)=O. Product: [F:37][C:34]1[CH:35]=[CH:36][C:31]([CH2:30][N:27]2[C:28](=[O:29])[C:24]3[C:23]([OH:38])=[C:22]4[C:17]([CH:18]=[CH:19][CH:20]=[N:21]4)=[C:16]([C:14]([N:11]4[CH2:12][CH2:13][NH:8][CH2:9][CH2:10]4)=[O:15])[C:25]=3[CH2:26]2)=[CH:32][CH:33]=1. The catalyst class is: 4. (2) Reactant: [CH2:1]([N:4]1[C:8]2=[C:9]([N:24]3[CH2:33][CH2:32][C:31]4[C:26](=[CH:27][CH:28]=[CH:29][CH:30]=4)[CH2:25]3)[N:10]=[C:11]([C:13]([NH:15][CH2:16][C:17]3[CH:22]=[CH:21][C:20]([CH3:23])=[CH:19][CH:18]=3)=[O:14])[CH:12]=[C:7]2[C:6]([CH3:34])=[C:5]1[CH3:35])[CH:2]=[CH2:3].[ClH:36]. Product: [ClH:36].[CH2:1]([N:4]1[C:8]2=[C:9]([N:24]3[CH2:33][CH2:32][C:31]4[C:26](=[CH:27][CH:28]=[CH:29][CH:30]=4)[CH2:25]3)[N:10]=[C:11]([C:13]([NH:15][CH2:16][C:17]3[CH:22]=[CH:21][C:20]([CH3:23])=[CH:19][CH:18]=3)=[O:14])[CH:12]=[C:7]2[C:6]([CH3:34])=[C:5]1[CH3:35])[CH:2]=[CH2:3]. The catalyst class is: 13. (3) Product: [CH3:15][C:5]1[C:6](=[O:13])[C:7]2[C:12](=[CH:11][CH:10]=[CH:9][CH:8]=2)[C:3](=[O:2])[C:4]=1/[CH:16]=[C:17](\[CH2:21][CH2:22][CH2:23][CH3:24])/[C:18]([OH:20])=[O:19]. Reactant: C[O:2][C:3]1[C:12]2[C:7](=[CH:8][CH:9]=[CH:10][CH:11]=2)[C:6]([O:13]C)=[C:5]([CH3:15])[C:4]=1/[CH:16]=[C:17](\[CH2:21][CH2:22][CH2:23][CH3:24])/[C:18]([OH:20])=[O:19].C1(=O)C2C(=CC=CC=2)C(=O)C=C1/C=C(\C)/C(O)=O. The catalyst class is: 28. (4) Reactant: [NH2:1][CH:2]([C@@:5]1([C:13]2[CH:18]=[CH:17][CH:16]=[CH:15][CH:14]=2)[CH2:10][C@@H:9]2[CH2:11][C@H:6]1[CH2:7][CH:8]2[OH:12])[CH2:3][CH3:4].[H-].[Na+].[Cl:21][C:22]1[CH:31]=[C:30]2[C:25]([CH:26]=[CH:27][N:28]=[C:29]2[O:32][CH3:33])=[CH:24][C:23]=1F.C([O-])(O)=O.[Na+]. The catalyst class is: 44. Product: [Cl:21][C:22]1[CH:31]=[C:30]2[C:25]([CH:26]=[CH:27][N:28]=[C:29]2[O:32][CH3:33])=[CH:24][C:23]=1[O:12][CH:8]1[CH2:7][C@@H:6]2[CH2:11][C@H:9]1[CH2:10][C@@:5]2([CH:2]([NH2:1])[CH2:3][CH3:4])[C:13]1[CH:14]=[CH:15][CH:16]=[CH:17][CH:18]=1. (5) Reactant: [N+:1]([C:4]1[CH:5]=[C:6]([C:9]([O:11][CH2:12][CH3:13])=[O:10])[NH:7][CH:8]=1)([O-:3])=[O:2].[K].[CH2:15](Br)[CH2:16][CH:17]([CH3:19])[CH3:18]. Product: [CH2:15]([N:7]1[CH:8]=[C:4]([N+:1]([O-:3])=[O:2])[CH:5]=[C:6]1[C:9]([O:11][CH2:12][CH3:13])=[O:10])[CH2:16][CH:17]([CH3:19])[CH3:18]. The catalyst class is: 3. (6) Product: [CH2:13]([C:17]1[N:22]2[N:23]=[CH:24][N:25]=[C:21]2[N:20]([C:26]2[CH:31]=[CH:30][C:29]([O:32][CH:33]([CH3:34])[CH3:35])=[C:28]([F:36])[CH:27]=2)[C:19](=[O:37])[C:18]=1[CH2:38][C:39]1[CH:40]=[CH:41][C:42]([C:45]2[CH:50]=[CH:49][CH:48]=[CH:47][C:46]=2[C:51]2[NH:3][C:4](=[O:7])[O:5][N:52]=2)=[CH:43][CH:44]=1)[CH2:14][CH2:15][CH3:16]. Reactant: [Cl-].O[NH3+:3].[C:4](=[O:7])([O-])[OH:5].[Na+].CS(C)=O.[CH2:13]([C:17]1[N:22]2[N:23]=[CH:24][N:25]=[C:21]2[N:20]([C:26]2[CH:31]=[CH:30][C:29]([O:32][CH:33]([CH3:35])[CH3:34])=[C:28]([F:36])[CH:27]=2)[C:19](=[O:37])[C:18]=1[CH2:38][C:39]1[CH:44]=[CH:43][C:42]([C:45]2[C:46]([C:51]#[N:52])=[CH:47][CH:48]=[CH:49][CH:50]=2)=[CH:41][CH:40]=1)[CH2:14][CH2:15][CH3:16]. The catalyst class is: 13. (7) Reactant: [C:1]([C:5]1[CH:10]=[CH:9][C:8]([C:11]2[CH:12]=[CH:13][CH:14]=[C:15]3[C:19]=2[CH2:18][C:17]([CH3:20])=[CH:16]3)=[CH:7][CH:6]=1)([CH3:4])([CH3:3])[CH3:2].[Li]CCCC.C([Cu])#N.Cl[Si:30]([CH:33]1[C:41]2[C:36](=[C:37]([C:57]3[CH:62]=[CH:61][CH:60]=[CH:59][CH:58]=3)[C:38]([O:45][C:46]3[C:51]([F:52])=[C:50]([F:53])[C:49]([F:54])=[C:48]([F:55])[C:47]=3[F:56])=[C:39]([CH:42]([CH3:44])[CH3:43])[CH:40]=2)[CH:35]=[C:34]1[CH3:63])([CH3:32])[CH3:31]. Product: [C:1]([C:5]1[CH:10]=[CH:9][C:8]([C:11]2[CH:12]=[CH:13][CH:14]=[C:15]3[C:19]=2[CH:18]=[C:17]([CH3:20])[CH:16]3[Si:30]([CH:33]2[C:41]3[C:36](=[C:37]([C:57]4[CH:62]=[CH:61][CH:60]=[CH:59][CH:58]=4)[C:38]([O:45][C:46]4[C:51]([F:52])=[C:50]([F:53])[C:49]([F:54])=[C:48]([F:55])[C:47]=4[F:56])=[C:39]([CH:42]([CH3:44])[CH3:43])[CH:40]=3)[CH:35]=[C:34]2[CH3:63])([CH3:31])[CH3:32])=[CH:7][CH:6]=1)([CH3:4])([CH3:2])[CH3:3]. The catalyst class is: 316.